Dataset: Catalyst prediction with 721,799 reactions and 888 catalyst types from USPTO. Task: Predict which catalyst facilitates the given reaction. (1) Reactant: [OH:1][C:2]1[CH:3]=[N:4][C:5]([C:8]2[CH:9]=[C:10]([CH:15]=[CH:16][CH:17]=2)[C:11]([O:13][CH3:14])=[O:12])=[N:6][CH:7]=1.C1(P(C2C=CC=CC=2)C2C=CC=CC=2)C=CC=CC=1.[CH3:37][N:38]([CH3:43])[CH2:39][CH2:40][CH2:41]O.N(C(OC(C)C)=O)=NC(OC(C)C)=O. Product: [CH3:37][N:38]([CH3:43])[CH2:39][CH2:40][CH2:41][O:1][C:2]1[CH:7]=[N:6][C:5]([C:8]2[CH:9]=[C:10]([CH:15]=[CH:16][CH:17]=2)[C:11]([O:13][CH3:14])=[O:12])=[N:4][CH:3]=1. The catalyst class is: 1. (2) Reactant: Br[CH2:2][CH:3]1[N:14]2[C:15]3[C:10]([C:11](=[O:17])[NH:12][C:13]2=[O:16])=[CH:9][CH:8]=[CH:7][C:6]=3[CH2:5][CH2:4]1.[CH3:18][NH:19][CH3:20].C(=O)([O-])[O-].[K+].[K+]. Product: [CH3:18][N:19]([CH2:2][CH:3]1[N:14]2[C:15]3[C:10]([C:11](=[O:17])[NH:12][C:13]2=[O:16])=[CH:9][CH:8]=[CH:7][C:6]=3[CH2:5][CH2:4]1)[CH3:20]. The catalyst class is: 9. (3) Reactant: [Cl:1][C:2]1[CH:3]=[C:4]2[NH:22][C:21]([O:23][C@@H:24]3[CH2:28][O:27][C@@H:26]4[C:29](=[N:32]O)[CH2:30][O:31][C@H:25]34)=[N:20][C:5]2=[N:6][C:7]=1[C:8]1[CH:13]=[CH:12][C:11]([C:14]2[CH:19]=[CH:18][CH:17]=[CH:16][CH:15]=2)=[CH:10][CH:9]=1.C1(C)C(S(Cl)(=O)=[O:41])=CC=CC=1. Product: [Cl:1][C:2]1[CH:3]=[C:4]2[NH:22][C:21]([O:23][C@H:24]3[C@H:25]4[O:31][CH2:30][C:29](=[O:41])[NH:32][C@H:26]4[O:27][CH2:28]3)=[N:20][C:5]2=[N:6][C:7]=1[C:8]1[CH:9]=[CH:10][C:11]([C:14]2[CH:15]=[CH:16][CH:17]=[CH:18][CH:19]=2)=[CH:12][CH:13]=1. The catalyst class is: 858. (4) Product: [Cl:12][C:11]1[C:6]([CH:3]([C:4]#[N:5])[NH:2][C:24](=[O:26])[CH3:25])=[N:7][CH:8]=[C:9]([C:13]([F:15])([F:16])[F:14])[CH:10]=1. Reactant: Cl.[NH2:2][CH:3]([C:6]1[C:11]([Cl:12])=[CH:10][C:9]([C:13]([F:16])([F:15])[F:14])=[CH:8][N:7]=1)[C:4]#[N:5].C(N(CC)CC)C.[C:24](Cl)(=[O:26])[CH3:25]. The catalyst class is: 4. (5) Reactant: [OH-:1].[Na+].C([NH:6][C:7]1[N:11]([CH:12]2[CH2:17][CH2:16][CH2:15][N:14](C(OCC3C=CC=CC=3)=O)[CH2:13]2)[N:10]=[C:9]([C:28]2[CH:33]=[CH:32][CH:31]=[C:30]([O:34][C:35]3[CH:40]=[CH:39][C:38]([F:41])=[CH:37][CH:36]=3)[CH:29]=2)[C:8]=1[C:42]#[N:43])(=O)C.O. Product: [NH2:6][C:7]1[N:11]([CH:12]2[CH2:17][CH2:16][CH2:15][NH:14][CH2:13]2)[N:10]=[C:9]([C:28]2[CH:33]=[CH:32][CH:31]=[C:30]([O:34][C:35]3[CH:40]=[CH:39][C:38]([F:41])=[CH:37][CH:36]=3)[CH:29]=2)[C:8]=1[C:42]([NH2:43])=[O:1]. The catalyst class is: 32. (6) Reactant: [CH3:1][O:2][C:3]1[N:8]=[C:7]([CH3:9])[C:6]([C:10]#[N:11])=[C:5]([CH3:12])[CH:4]=1. Product: [CH3:1][O:2][C:3]1[N:8]=[C:7]([CH3:9])[C:6]([CH2:10][NH2:11])=[C:5]([CH3:12])[CH:4]=1. The catalyst class is: 7. (7) Product: [CH3:1][O:2][C:3]([C:4]1[C:5]2[N:11]=[C:27]([CH2:26][O:25][C:22](=[O:24])[CH3:23])[NH:10][C:6]=2[CH:7]=[CH:8][CH:9]=1)=[O:12]. Reactant: [CH3:1][O:2][C:3](=[O:12])[C:4]1[CH:9]=[CH:8][CH:7]=[C:6]([NH2:10])[C:5]=1[NH2:11].C(N(C(C)C)CC)(C)C.[C:22]([O:25][CH2:26][C:27](Cl)=O)(=[O:24])[CH3:23]. The catalyst class is: 4. (8) Reactant: C(Cl)CCl.C1C=CC2N(O)N=NC=2C=1.[CH2:15]([CH:17]([N:20]1[CH2:25][CH2:24][NH:23][CH2:22][CH2:21]1)[CH2:18][CH3:19])[CH3:16].[C:26]([O:30][C:31]([N:33]1[CH2:37][CH2:36][C@H:35]([C:38](O)=[O:39])[CH2:34]1)=[O:32])([CH3:29])([CH3:28])[CH3:27]. Product: [CH2:15]([CH:17]([N:20]1[CH2:25][CH2:24][N:23]([C:38]([C@H:35]2[CH2:36][CH2:37][N:33]([C:31]([O:30][C:26]([CH3:29])([CH3:28])[CH3:27])=[O:32])[CH2:34]2)=[O:39])[CH2:22][CH2:21]1)[CH2:18][CH3:19])[CH3:16]. The catalyst class is: 3.